From a dataset of Full USPTO retrosynthesis dataset with 1.9M reactions from patents (1976-2016). Predict the reactants needed to synthesize the given product. (1) Given the product [CH:1]([N:4]1[CH2:5][CH2:6][N:7]([C:10]([C:12]2[O:16][C:15]([CH2:17][N:20]3[CH2:23][CH2:28][CH2:27][CH2:25][CH2:19]3)=[CH:14][CH:13]=2)=[O:11])[CH2:8][CH2:9]1)([CH3:2])[CH3:3], predict the reactants needed to synthesize it. The reactants are: [CH:1]([N:4]1[CH2:9][CH2:8][N:7]([C:10]([C:12]2[O:16][C:15]([CH:17]=O)=[CH:14][CH:13]=2)=[O:11])[CH2:6][CH2:5]1)([CH3:3])[CH3:2].[CH3:19][N+:20]([CH3:23])=CCl.[Cl-].[CH:25]([C:27]1OC(C(O)=O)=C[CH:28]=1)=O.Cl.Cl.C(N1CCNCC1)(C)C. (2) Given the product [CH2:1]([N:5]1[C:13]2[C:8](=[C:9]([O:15][C:16]([F:18])([F:19])[F:17])[CH:10]=[CH:11][C:12]=2[F:14])[C:7]([C:20]([N:47]2[CH2:48][CH2:49][CH:44]([C:39]3[CH:38]=[C:37]([CH:42]=[CH:41][C:40]=3[F:43])[CH2:36][NH:35][C:33](=[O:34])[C:32]([F:51])([F:50])[F:31])[CH2:45][CH2:46]2)=[O:21])=[CH:6]1)[CH2:2][CH2:3][CH3:4], predict the reactants needed to synthesize it. The reactants are: [CH2:1]([N:5]1[C:13]2[C:8](=[C:9]([O:15][C:16]([F:19])([F:18])[F:17])[CH:10]=[CH:11][C:12]=2[F:14])[C:7]([C:20](O)=[O:21])=[CH:6]1)[CH2:2][CH2:3][CH3:4].CCN(CC)CC.Cl.[F:31][C:32]([F:51])([F:50])[C:33]([NH:35][CH2:36][C:37]1[CH:42]=[CH:41][C:40]([F:43])=[C:39]([CH:44]2[CH2:49][CH2:48][NH:47][CH2:46][CH2:45]2)[CH:38]=1)=[O:34].CCN=C=NCCCN(C)C. (3) Given the product [CH3:27][O:26][C:25]1[CH:28]=[CH:29][C:22]([CH2:21][O:1][C:2]2[CH:3]=[CH:4][C:5]([C:6]([O:8][CH2:9][CH3:10])=[O:7])=[CH:11][CH:12]=2)=[CH:23][CH:24]=1, predict the reactants needed to synthesize it. The reactants are: [OH:1][C:2]1[CH:12]=[CH:11][C:5]([C:6]([O:8][CH2:9][CH3:10])=[O:7])=[CH:4][CH:3]=1.C([O-])([O-])=O.[K+].[K+].[Na+].[I-].[CH2:21](Cl)[C:22]1[CH:29]=[CH:28][C:25]([O:26][CH3:27])=[CH:24][CH:23]=1. (4) Given the product [Cl:6][C:7]1[C:16]2[C:11](=[CH:12][CH:13]=[C:14]([C:46]([C:45]3[N:41]([CH3:40])[N:42]=[N:43][CH:44]=3)([C:48]3[CH:49]=[N:50][C:51]([C:54]([F:55])([F:57])[F:56])=[CH:52][CH:53]=3)[OH:47])[CH:15]=2)[N:10]=[C:9]([O:27][CH3:28])[C:8]=1[CH2:29][C:30]1[CH:35]=[CH:34][C:33]([C:36]([F:39])([F:37])[F:38])=[CH:32][CH:31]=1, predict the reactants needed to synthesize it. The reactants are: [Li]CCCC.[Cl:6][C:7]1[C:16]2[C:11](=[CH:12][CH:13]=[C:14](C(C3C(C)=NC(C)=CC=3)O)[CH:15]=2)[N:10]=[C:9]([O:27][CH3:28])[C:8]=1[CH2:29][C:30]1[CH:35]=[CH:34][C:33]([C:36]([F:39])([F:38])[F:37])=[CH:32][CH:31]=1.[CH3:40][N:41]1[C:45]([C:46]([C:48]2[CH:49]=[N:50][C:51]([C:54]([F:57])([F:56])[F:55])=[CH:52][CH:53]=2)=[O:47])=[CH:44][N:43]=[N:42]1. (5) Given the product [Cl:1][C:2]1[C:7]([CH2:8][S:28][C:26]2[N:25]=[C:24]([OH:29])[CH:23]=[C:22]([CH3:21])[N:27]=2)=[CH:6][CH:5]=[C:4]([Cl:10])[N:3]=1, predict the reactants needed to synthesize it. The reactants are: [Cl:1][C:2]1[C:7]([CH2:8]O)=[CH:6][CH:5]=[C:4]([Cl:10])[N:3]=1.BrCC1C(Cl)=NC(Cl)=CC=1.[CH3:21][C:22]1[N:27]=[C:26]([SH:28])[N:25]=[C:24]([OH:29])[CH:23]=1. (6) The reactants are: [F:1][C:2]1[CH:3]=[C:4]([C:14]2[NH:23][C:22](=[O:24])[C:21]3[C:16](=[CH:17][C:18]([O:27][CH3:28])=[C:19]([O:25]C)[CH:20]=3)[N:15]=2)[CH:5]=[CH:6][C:7]=1[C:8]1[CH:13]=[CH:12][CH:11]=[CH:10][CH:9]=1.N[C@H](C(O)=[O:36])CCSC. Given the product [F:1][C:2]1[CH:3]=[C:4]([C:14]2[NH:23][C:22](=[O:24])[C:21]3[C:16](=[CH:17][C:18]([O:27][CH3:28])=[C:19]([OH:25])[CH:20]=3)[N:15]=2)[CH:5]=[CH:6][C:7]=1[C:8]1[CH:9]=[CH:10][CH:11]=[CH:12][CH:13]=1.[OH:36][C:14]1[NH:23][C:22](=[O:24])[C:21]2[C:16](=[CH:17][C:18]([O:27][CH3:28])=[CH:19][CH:20]=2)[N:15]=1, predict the reactants needed to synthesize it. (7) Given the product [F:17][C:18]1[C:22]2[CH:23]=[C:24]([F:29])[CH:25]=[C:26]([CH2:27][O:1][C:2]3[CH:7]=[CH:6][C:5]([CH2:8][CH2:9][C:10]([O:12][CH2:13][CH3:14])=[O:11])=[C:4]([CH3:15])[C:3]=3[CH3:16])[C:21]=2[O:20][C:19]=1[CH3:30], predict the reactants needed to synthesize it. The reactants are: [OH:1][C:2]1[CH:7]=[CH:6][C:5]([CH2:8][CH2:9][C:10]([O:12][CH2:13][CH3:14])=[O:11])=[C:4]([CH3:15])[C:3]=1[CH3:16].[F:17][C:18]1[C:22]2[CH:23]=[C:24]([F:29])[CH:25]=[C:26]([CH2:27]O)[C:21]=2[O:20][C:19]=1[CH3:30].C1(P(C2C=CC=CC=2)C2C=CC=CC=2)C=CC=CC=1.N(C(OCC)=O)=NC(OCC)=O.